Dataset: Reaction yield outcomes from USPTO patents with 853,638 reactions. Task: Predict the reaction yield, written as a fraction of the theoretical maximum amount of product (1.0 means a 100% yield; for example, 0.34 means a 34% yield). (1) The reactants are [Br:1][C:2]1[C:6]2=[N:7][CH:8]=[C:9]([O:11][CH3:12])[CH:10]=[C:5]2[S:4][C:3]=1[C:13]([O:15]C)=[O:14].[Li+].[OH-].O.C1COCC1. The catalyst is CO. The product is [Br:1][C:2]1[C:6]2=[N:7][CH:8]=[C:9]([O:11][CH3:12])[CH:10]=[C:5]2[S:4][C:3]=1[C:13]([OH:15])=[O:14]. The yield is 0.734. (2) The reactants are I[C:2]1[C:10]2[C:5](=[CH:6][CH:7]=[C:8]([O:11][CH3:12])[CH:9]=2)[N:4]([CH3:13])[CH:3]=1.[CH3:14][C:15]1([CH3:22])[C:19]([CH3:21])([CH3:20])[O:18][BH:17][O:16]1. The catalyst is C1C=CC(P(C2C=CC=CC=2)[C-]2C=CC=C2)=CC=1.C1C=CC(P(C2C=CC=CC=2)[C-]2C=CC=C2)=CC=1.Cl[Pd]Cl.[Fe+2].C(Cl)Cl.O1CCOCC1. The product is [CH3:12][O:11][C:8]1[CH:9]=[C:10]2[C:5](=[CH:6][CH:7]=1)[N:4]([CH3:13])[CH:3]=[C:2]2[B:17]1[O:18][C:19]([CH3:21])([CH3:20])[C:15]([CH3:22])([CH3:14])[O:16]1. The yield is 0.370. (3) The reactants are [C:1]([O:5][C:6]([N:8]1[C@@H:13]([C@@H:14]([O:29]CC2C=CC=CC=2)[C@@H:15]([NH:25][C:26](=[O:28])[CH3:27])[CH2:16][C:17]2[CH:22]=[C:21]([F:23])[CH:20]=[C:19]([F:24])[CH:18]=2)[CH2:12][O:11][C@H:10]([O:37][CH2:38][CH2:39][C:40]([CH3:43])([CH3:42])[CH3:41])[CH2:9]1)=[O:7])([CH3:4])([CH3:3])[CH3:2]. The catalyst is [Pd].C(O)C. The product is [C:1]([O:5][C:6]([N:8]1[C@@H:13]([C@@H:14]([OH:29])[C@@H:15]([NH:25][C:26](=[O:28])[CH3:27])[CH2:16][C:17]2[CH:22]=[C:21]([F:23])[CH:20]=[C:19]([F:24])[CH:18]=2)[CH2:12][O:11][C@@H:10]([O:37][CH2:38][CH2:39][C:40]([CH3:43])([CH3:42])[CH3:41])[CH2:9]1)=[O:7])([CH3:2])([CH3:4])[CH3:3]. The yield is 0.994. (4) The reactants are Br[C:2]1[N:3]=[CH:4][C:5]([NH2:8])=[N:6][CH:7]=1.[CH3:9][O-:10].[Na+].CO. No catalyst specified. The product is [CH3:9][O:10][C:2]1[N:3]=[CH:4][C:5]([NH2:8])=[N:6][CH:7]=1. The yield is 0.320. (5) The reactants are C(N(CC)CC)C.Cl.[C:9]([O:12][CH2:13][CH2:14][C@@H:15]([C:17]([OH:19])=[O:18])[NH2:16])(=[O:11])[CH3:10].[CH3:20][C:21]([O:24][C:25](O[C:25]([O:24][C:21]([CH3:23])([CH3:22])[CH3:20])=[O:26])=[O:26])([CH3:23])[CH3:22].O. The catalyst is O1CCCC1. The product is [C:25]([NH:16][C@H:15]([C:17]([OH:19])=[O:18])[CH2:14][CH2:13][O:12][C:9](=[O:11])[CH3:10])([O:24][C:21]([CH3:23])([CH3:22])[CH3:20])=[O:26]. The yield is 0.920. (6) The reactants are [CH3:1][Mg]Cl.[CH2:4]([C:6]1[C:14]2[N:13]3[CH:15]=[CH:16][N:17]=[C:12]3[CH:11]=[N:10][C:9]=2[NH:8][C:7]=1[C:18]1[CH:23]=[CH:22][C:21]([C:24](=[O:26])[CH3:25])=[CH:20][CH:19]=1)[CH3:5]. The catalyst is C1COCC1. The product is [CH2:4]([C:6]1[C:14]2[N:13]3[CH:15]=[CH:16][N:17]=[C:12]3[CH:11]=[N:10][C:9]=2[NH:8][C:7]=1[C:18]1[CH:23]=[CH:22][C:21]([C:24]([OH:26])([CH3:1])[CH3:25])=[CH:20][CH:19]=1)[CH3:5]. The yield is 0.510. (7) The reactants are [OH:1][C:2]([C:31]1[CH:36]=[CH:35][CH:34]=[CH:33][CH:32]=1)([C:25]1[CH:30]=[CH:29][CH:28]=[CH:27][CH:26]=1)[C:3]1[N:7]=[CH:6][N:5]([CH2:8][CH:9]2[CH2:14][CH2:13][N:12](C(OCC3C=CC=CC=3)=O)[CH2:11][CH2:10]2)[N:4]=1.C([O-])=O.[NH4+]. The catalyst is C(O)C.[OH-].[Pd+2].[OH-]. The product is [C:31]1([C:2]([C:25]2[CH:30]=[CH:29][CH:28]=[CH:27][CH:26]=2)([C:3]2[N:7]=[CH:6][N:5]([CH2:8][CH:9]3[CH2:10][CH2:11][NH:12][CH2:13][CH2:14]3)[N:4]=2)[OH:1])[CH:32]=[CH:33][CH:34]=[CH:35][CH:36]=1. The yield is 0.510. (8) The reactants are CCCC[N+](CCCC)(CCCC)CCCC.[F-].[C:19]([O:23][C:24]([NH:26][C@H:27]([C:43]([NH:45][C:46]1[CH:75]=[CH:74][CH:73]=[C:72]([F:76])[C:47]=1[O:48][CH2:49][C@H:50]1[O:55][CH2:54][C@@H:53]([CH2:56][O:57][Si](C(C)(C)C)(C)C)[N:52]([C:65]([O:67][C:68]([CH3:71])([CH3:70])[CH3:69])=[O:66])[CH2:51]1)=[O:44])[CH:28]([C:36]1[CH:41]=[CH:40][C:39]([F:42])=[CH:38][CH:37]=1)[C:29]1[CH:34]=[CH:33][C:32]([F:35])=[CH:31][CH:30]=1)=[O:25])([CH3:22])([CH3:21])[CH3:20]. The catalyst is C1COCC1. The product is [C:19]([O:23][C:24]([NH:26][C@H:27]([C:43]([NH:45][C:46]1[CH:75]=[CH:74][CH:73]=[C:72]([F:76])[C:47]=1[O:48][CH2:49][C@H:50]1[O:55][CH2:54][C@@H:53]([CH2:56][OH:57])[N:52]([C:65]([O:67][C:68]([CH3:69])([CH3:70])[CH3:71])=[O:66])[CH2:51]1)=[O:44])[CH:28]([C:29]1[CH:30]=[CH:31][C:32]([F:35])=[CH:33][CH:34]=1)[C:36]1[CH:37]=[CH:38][C:39]([F:42])=[CH:40][CH:41]=1)=[O:25])([CH3:20])([CH3:21])[CH3:22]. The yield is 0.500. (9) The reactants are [NH2:1][CH2:2][CH2:3][CH2:4][OH:5].[CH:6]1[C:19]2[C:10](=[CH:11][C:12]3[C:17]([C:18]=2[CH:20]=O)=[CH:16][CH:15]=[CH:14][CH:13]=3)[CH:9]=[CH:8][CH:7]=1.[BH4-].[Na+]. The catalyst is CO.C(Cl)Cl. The product is [CH:16]1[C:17]2[C:12](=[CH:11][C:10]3[C:19]([C:18]=2[CH2:20][NH:1][CH2:2][CH2:3][CH2:4][OH:5])=[CH:6][CH:7]=[CH:8][CH:9]=3)[CH:13]=[CH:14][CH:15]=1. The yield is 0.780. (10) The reactants are C([O:3][C:4](=[O:16])[C:5]([C:7]1[S:8][C:9]([CH2:12][CH2:13][CH2:14][CH3:15])=[CH:10][CH:11]=1)=[O:6])C.C([O-])([O-])=O.[K+].[K+]. The catalyst is C(O)C. The product is [CH2:12]([C:9]1[S:8][C:7]([C:5](=[O:6])[C:4]([OH:16])=[O:3])=[CH:11][CH:10]=1)[CH2:13][CH2:14][CH3:15]. The yield is 0.670.